From a dataset of Catalyst prediction with 721,799 reactions and 888 catalyst types from USPTO. Predict which catalyst facilitates the given reaction. (1) Product: [CH:36]1([NH:32][C:22]([C:7]2[C:8]3[CH2:9][CH2:10][C:11]4([NH:20][C:21]=3[C:4]3[N:3]=[C:2]([CH3:1])[N:25]([CH3:26])[C:5]=3[CH:6]=2)[CH2:19][C:18]2[C:13](=[CH:14][CH:15]=[CH:16][CH:17]=2)[CH2:12]4)=[O:24])[CH2:37][CH2:38]1. Reactant: [CH3:1][C:2]1[N:25]([CH3:26])[C:5]2[CH:6]=[C:7]([C:22]([OH:24])=O)[C:8]3[CH2:9][CH2:10][C:11]4([NH:20][C:21]=3[C:4]=2[N:3]=1)[CH2:19][C:18]1[C:13](=[CH:14][CH:15]=[CH:16][CH:17]=1)[CH2:12]4.F[B-](F)(F)F.[N:32]1(OC(N(C)C)=[N+](C)C)[C:36]2[CH:37]=[CH:38][CH:38]=[CH:37][C:36]=2[N:32]=N1.C1(N)CC1. The catalyst class is: 9. (2) Reactant: [Cl:1][C:2]1[C:7](=[O:8])[C:6]([OH:9])=[CH:5][N:4]([CH3:10])[C:3]=1[CH3:11].C(=O)([O-])[O-].[K+].[K+].C[O:19][CH:20](O)[C:21]([F:24])([F:23])[F:22]. Product: [Cl:1][C:2]1[C:7](=[O:8])[C:6]([OH:9])=[C:5]([CH:20]([OH:19])[C:21]([F:24])([F:23])[F:22])[N:4]([CH3:10])[C:3]=1[CH3:11]. The catalyst class is: 5. (3) Reactant: [C:1]([NH:5][C:6]([C:8]1[C:16]2[C:11](=[N:12][CH:13]=[C:14](Br)[N:15]=2)[N:10]([CH2:18][O:19][CH2:20][CH2:21][Si:22]([CH3:25])([CH3:24])[CH3:23])[CH:9]=1)=[O:7])([CH3:4])([CH3:3])[CH3:2].[CH3:26][N:27]1[C:35]2[C:30](=[CH:31][C:32]([C:36]#[N:37])=[CH:33][CH:34]=2)[C:29]([Sn](CCCC)(CCCC)CCCC)=[N:28]1.O.C(OCC)C. Product: [C:1]([NH:5][C:6]([C:8]1[C:16]2[C:11](=[N:12][CH:13]=[C:14]([C:29]3[C:30]4[C:35](=[CH:34][CH:33]=[C:32]([C:36]#[N:37])[CH:31]=4)[N:27]([CH3:26])[N:28]=3)[N:15]=2)[N:10]([CH2:18][O:19][CH2:20][CH2:21][Si:22]([CH3:25])([CH3:24])[CH3:23])[CH:9]=1)=[O:7])([CH3:4])([CH3:3])[CH3:2]. The catalyst class is: 441. (4) Reactant: [F:1][C:2]1[CH:3]=[C:4]([C:18]([OH:21])([CH3:20])[CH3:19])[CH:5]=[C:6]([F:17])[C:7]=1B1OC(C)(C)C(C)(C)O1.Br[C:23]1[N:28]=[C:27]([C:29]([O:31][CH3:32])=[O:30])[CH:26]=[CH:25][C:24]=1[F:33].CCN(C(C)C)C(C)C. Product: [F:17][C:6]1[CH:5]=[C:4]([C:18]([OH:21])([CH3:19])[CH3:20])[CH:3]=[C:2]([F:1])[C:7]=1[C:23]1[N:28]=[C:27]([C:29]([O:31][CH3:32])=[O:30])[CH:26]=[CH:25][C:24]=1[F:33]. The catalyst class is: 760.